From a dataset of Catalyst prediction with 721,799 reactions and 888 catalyst types from USPTO. Predict which catalyst facilitates the given reaction. (1) Reactant: [C:1]([C:5]1[O:9][N:8]=[C:7]([NH:10][C:11]([C:13]([S:16][C:17](=O)[CH3:18])([CH3:15])[CH3:14])=[O:12])[CH:6]=1)([CH3:4])([CH3:3])[CH3:2].BrC[CH:22]1[CH2:27][CH2:26][CH2:25]C[O:23]1.C[O-].[Na+]. Product: [C:1]([C:5]1[O:9][N:8]=[C:7]([NH:10][C:11](=[O:12])[C:13]([CH3:15])([S:16][CH2:17][CH:18]2[CH2:25][CH2:26][CH2:27][CH2:22][O:23]2)[CH3:14])[CH:6]=1)([CH3:4])([CH3:3])[CH3:2]. The catalyst class is: 8. (2) Reactant: [CH2:1]([N:8]1[C:16]2[C:15](=[O:17])[N:14]([CH2:18][CH2:19][CH2:20][CH2:21][C@@H:22]([O:24]C(=O)C3C=CC([N+]([O-])=O)=CC=3)[CH3:23])[C:13](=[O:36])[N:12]([CH3:37])[C:11]=2[N:10]=[CH:9]1)[C:2]1[CH:7]=[CH:6][CH:5]=[CH:4][CH:3]=1.[OH-].[Na+].Cl. Product: [CH2:1]([N:8]1[C:16]2[C:15](=[O:17])[N:14]([CH2:18][CH2:19][CH2:20][CH2:21][C@@H:22]([OH:24])[CH3:23])[C:13](=[O:36])[N:12]([CH3:37])[C:11]=2[N:10]=[CH:9]1)[C:2]1[CH:7]=[CH:6][CH:5]=[CH:4][CH:3]=1. The catalyst class is: 5. (3) Product: [NH2:1][C:2]1[CH:3]=[C:4]([C:8]([Br:12])=[CH:9][C:10]=1[CH3:11])[C:5]([OH:7])=[O:6]. The catalyst class is: 3. Reactant: [NH2:1][C:2]1[CH:3]=[C:4]([CH:8]=[CH:9][C:10]=1[CH3:11])[C:5]([OH:7])=[O:6].[Br:12]N1C(=O)CCC1=O. (4) Reactant: [OH:1][C:2]1[C:11]2[C:6](=[CH:7][CH:8]=[CH:9][CH:10]=2)[C@@:5]([CH3:17])([CH2:12][CH2:13][CH:14]([CH3:16])[CH3:15])[C:4](=[O:18])[C:3]=1[C:19]1[NH:24][C:23]2[CH:25]=[CH:26][C:27]([NH:29]C(=O)OC(C)(C)C)=[CH:28][C:22]=2[S:21](=[O:38])(=[O:37])[N:20]=1.[ClH:39]. Product: [ClH:39].[NH2:29][C:27]1[CH:26]=[CH:25][C:23]2[NH:24][C:19]([C:3]3[C:4](=[O:18])[C@:5]([CH3:17])([CH2:12][CH2:13][CH:14]([CH3:16])[CH3:15])[C:6]4[C:11]([C:2]=3[OH:1])=[CH:10][CH:9]=[CH:8][CH:7]=4)=[N:20][S:21](=[O:38])(=[O:37])[C:22]=2[CH:28]=1. The catalyst class is: 12.